From a dataset of Reaction yield outcomes from USPTO patents with 853,638 reactions. Predict the reaction yield, written as a fraction of the theoretical maximum amount of product (1.0 means a 100% yield; for example, 0.34 means a 34% yield). No catalyst specified. The product is [Br:1][C:2]1[CH:3]=[CH:4][C:5]([O:16][CH2:17][C:18]2[CH:23]=[CH:22][CH:21]=[CH:20][C:19]=2[O:24][CH3:25])=[C:6]([C:8]2[N:13]=[C:12]([NH2:14])[N:11]=[C:10]([NH:33][C:30]3[CH:31]=[CH:32][C:27]([CH3:26])=[CH:28][CH:29]=3)[CH:9]=2)[CH:7]=1. The yield is 0.360. The reactants are [Br:1][C:2]1[CH:3]=[CH:4][C:5]([O:16][CH2:17][C:18]2[CH:23]=[CH:22][CH:21]=[CH:20][C:19]=2[O:24][CH3:25])=[C:6]([C:8]2(Cl)[NH:13][C:12]([NH2:14])=[N:11][CH:10]=[CH:9]2)[CH:7]=1.[CH3:26][C:27]1[CH:32]=[CH:31][C:30]([NH2:33])=[CH:29][CH:28]=1.